This data is from Peptide-MHC class I binding affinity with 185,985 pairs from IEDB/IMGT. The task is: Regression. Given a peptide amino acid sequence and an MHC pseudo amino acid sequence, predict their binding affinity value. This is MHC class I binding data. (1) The peptide sequence is KYIHSANVL. The MHC is H-2-Kd with pseudo-sequence H-2-Kd. The binding affinity (normalized) is 1.00. (2) The peptide sequence is YLQQNTHTL. The MHC is HLA-C12:03 with pseudo-sequence HLA-C12:03. The binding affinity (normalized) is 0.584.